Predict the reaction yield, written as a fraction of the theoretical maximum amount of product (1.0 means a 100% yield; for example, 0.34 means a 34% yield). From a dataset of Reaction yield outcomes from USPTO patents with 853,638 reactions. The reactants are C(=O)([O-])[O-].[Cs+].[Cs+].[Cl:7][C:8]1[CH:13]=[CH:12][C:11]([N:14]2[C:18]3[CH:19]=[CH:20][CH:21]=[CH:22][C:17]=3[NH:16][S:15]2(=[O:24])=[O:23])=[CH:10][CH:9]=1.[Br:25][CH2:26][CH2:27][CH2:28][CH2:29]Br. The catalyst is CN(C=O)C.C(OCC)C. The product is [Br:25][CH2:26][CH2:27][CH2:28][CH2:29][N:16]1[C:17]2[CH:22]=[CH:21][CH:20]=[CH:19][C:18]=2[N:14]([C:11]2[CH:12]=[CH:13][C:8]([Cl:7])=[CH:9][CH:10]=2)[S:15]1(=[O:23])=[O:24]. The yield is 0.590.